This data is from Full USPTO retrosynthesis dataset with 1.9M reactions from patents (1976-2016). The task is: Predict the reactants needed to synthesize the given product. (1) Given the product [CH3:20][C:21]([CH3:25])([CH3:24])[C:22]#[C:23][C:2]1[CH:7]=[C:6]([N+:8]([O-:10])=[O:9])[CH:5]=[CH:4][C:3]=1[NH:11][CH3:12], predict the reactants needed to synthesize it. The reactants are: Br[C:2]1[CH:7]=[C:6]([N+:8]([O-:10])=[O:9])[CH:5]=[CH:4][C:3]=1[NH:11][CH3:12].CCN(CC)CC.[CH3:20][C:21]([CH3:25])([CH3:24])[C:22]#[CH:23].N#N. (2) Given the product [CH2:33]([O:35][C:36](=[O:45])[CH:37]=[C:38]([N:5]1[C:13]2[C:8](=[CH:9][C:10]([CH2:14][CH2:15][CH2:16][C:17]3[CH:26]=[CH:25][C:24]4[C:19](=[N:20][CH:21]=[CH:22][CH:23]=4)[N:18]=3)=[CH:11][CH:12]=2)[CH:7]=[CH:6]1)[C:39]1[CH:44]=[CH:43][CH:42]=[CH:41][CH:40]=1)[CH3:34], predict the reactants needed to synthesize it. The reactants are: C([Si](C(C)C)(C(C)C)[N:5]1[C:13]2[C:8](=[CH:9][C:10]([CH2:14][CH2:15][CH2:16][C:17]3[CH:26]=[CH:25][C:24]4[C:19](=[N:20][CH:21]=[CH:22][CH:23]=4)[N:18]=3)=[CH:11][CH:12]=2)[CH:7]=[CH:6]1)(C)C.[CH2:33]([O:35][C:36](=[O:45])[C:37]#[C:38][C:39]1[CH:44]=[CH:43][CH:42]=[CH:41][CH:40]=1)[CH3:34].[F-].C([N+](CCCC)(CCCC)CCCC)CCC. (3) Given the product [C:1]([O:5][C:6]([NH:8][C@@H:9]([CH2:14][C:15]1[CH:20]=[CH:19][C:18]([O:21][S:22]([CH3:25])(=[O:24])=[O:23])=[CH:17][CH:16]=1)[C:10]([OH:12])=[O:11])=[O:7])([CH3:3])([CH3:4])[CH3:2], predict the reactants needed to synthesize it. The reactants are: [C:1]([O:5][C:6]([NH:8][C@@H:9]([CH2:14][C:15]1[CH:20]=[CH:19][C:18]([O:21][S:22]([CH3:25])(=[O:24])=[O:23])=[CH:17][CH:16]=1)[C:10]([O:12]C)=[O:11])=[O:7])([CH3:4])([CH3:3])[CH3:2].[Li+].[OH-].Cl. (4) Given the product [C:1]([C:5]1[CH:6]=[C:7]([CH2:12][CH:13]([O:19][CH2:20][CH3:21])[C:14]([O:16][CH2:17][CH3:18])=[O:15])[CH:8]=[CH:9][C:10]=1[O:11][CH2:34][CH2:33][C:30]1[CH:29]=[CH:28][C:27]([O:26][S:23]([CH3:22])(=[O:24])=[O:25])=[CH:32][CH:31]=1)([CH3:2])([CH3:4])[CH3:3], predict the reactants needed to synthesize it. The reactants are: [C:1]([C:5]1[CH:6]=[C:7]([CH2:12][CH:13]([O:19][CH2:20][CH3:21])[C:14]([O:16][CH2:17][CH3:18])=[O:15])[CH:8]=[CH:9][C:10]=1[OH:11])([CH3:4])([CH3:3])[CH3:2].[CH3:22][S:23]([O:26][C:27]1[CH:32]=[CH:31][C:30]([CH2:33][CH2:34]OS(C)(=O)=O)=[CH:29][CH:28]=1)(=[O:25])=[O:24].C(=O)([O-])[O-].[K+].[K+]. (5) Given the product [Cl:19][C:14]1[CH:15]=[CH:16][CH:17]=[CH:18][C:13]=1[CH:11]([O:10][C:9]1[CH:8]=[C:7]([N:20]2[CH:24]=[N:23][C:22]([NH:25][C:26]3[CH:31]=[CH:30][CH:29]=[CH:28][CH:27]=3)=[N:21]2)[S:6][C:5]=1[C:3]([NH2:37])=[O:2])[CH3:12], predict the reactants needed to synthesize it. The reactants are: C[O:2][C:3]([C:5]1[S:6][C:7]([N:20]2[CH:24]=[N:23][C:22]([NH:25][C:26]3[CH:31]=[CH:30][CH:29]=[CH:28][CH:27]=3)=[N:21]2)=[CH:8][C:9]=1[O:10][CH:11]([C:13]1[CH:18]=[CH:17][CH:16]=[CH:15][C:14]=1[Cl:19])[CH3:12])=O.C(OCC)C.[NH3:37].